Predict which catalyst facilitates the given reaction. From a dataset of Catalyst prediction with 721,799 reactions and 888 catalyst types from USPTO. Reactant: [Cl:1][C:2]1[N:7]=[CH:6][C:5]([C:8]([F:11])([F:10])[F:9])=[C:4](Cl)[N:3]=1.[NH2:13][C:14]1[CH:23]=[CH:22][CH:21]=[CH:20][C:15]=1[C:16]([NH:18][CH3:19])=[O:17].C(N(CC)C(C)C)(C)C. Product: [Cl:1][C:2]1[N:3]=[C:4]([NH:13][C:14]2[CH:23]=[CH:22][CH:21]=[CH:20][C:15]=2[C:16]([NH:18][CH3:19])=[O:17])[C:5]([C:8]([F:11])([F:10])[F:9])=[CH:6][N:7]=1. The catalyst class is: 32.